Dataset: Reaction yield outcomes from USPTO patents with 853,638 reactions. Task: Predict the reaction yield, written as a fraction of the theoretical maximum amount of product (1.0 means a 100% yield; for example, 0.34 means a 34% yield). The reactants are Cl[C:2]1[C:7]([C:8]([NH:10][C:11]2[CH:16]=[CH:15][C:14]([O:17][CH3:18])=[CH:13][CH:12]=2)=[O:9])=[CH:6][CH:5]=[CH:4][N:3]=1.[N:19]1[CH:24]=[CH:23][C:22]([N:25]2[CH2:30][CH2:29][CH:28]([CH2:31][NH2:32])[CH2:27][CH2:26]2)=[CH:21][CH:20]=1.C(N(CC)CC)C. The catalyst is C(O)C. The product is [CH3:18][O:17][C:14]1[CH:15]=[CH:16][C:11]([NH:10][C:8]([C:7]2[C:2]([NH:32][CH2:31][CH:28]3[CH2:27][CH2:26][N:25]([C:22]4[CH:23]=[CH:24][N:19]=[CH:20][CH:21]=4)[CH2:30][CH2:29]3)=[N:3][CH:4]=[CH:5][CH:6]=2)=[O:9])=[CH:12][CH:13]=1. The yield is 0.240.